From a dataset of Reaction yield outcomes from USPTO patents with 853,638 reactions. Predict the reaction yield, written as a fraction of the theoretical maximum amount of product (1.0 means a 100% yield; for example, 0.34 means a 34% yield). (1) The reactants are [CH3:1][O:2][C:3]1[CH:4]=[C:5]([O:21][C:22]2[CH:23]=[N:24][C:25]([CH2:28][O:29][CH3:30])=[CH:26][CH:27]=2)[CH:6]=[C:7]2[C:11]=1[NH:10][C:9]([C:12]1[S:13][CH:14]([CH2:17][C:18](O)=[O:19])[CH2:15][N:16]=1)=[CH:8]2.Cl.[CH2:32]([N:34]=C=NCCCN(C)C)C.O.ON1C2C=CC=CC=2N=N1.[Cl-].C[NH3+]. The catalyst is CN(C)C=O.C(N(CC)CC)C. The product is [CH3:1][O:2][C:3]1[CH:4]=[C:5]([O:21][C:22]2[CH:23]=[N:24][C:25]([CH2:28][O:29][CH3:30])=[CH:26][CH:27]=2)[CH:6]=[C:7]2[C:11]=1[NH:10][C:9]([C:12]1[S:13][CH:14]([CH2:17][C:18]([NH:34][CH3:32])=[O:19])[CH2:15][N:16]=1)=[CH:8]2. The yield is 0.660. (2) The reactants are [CH3:1][C:2]1[S:6][C:5]([SH:7])=[N:4][N:3]=1.Br[CH2:9][C:10](=[O:16])[C:11]([O:13][CH2:14][CH3:15])=[O:12]. The catalyst is C(Cl)Cl.C(#N)C. The product is [CH2:14]([O:13][C:11](=[O:12])[C:10](=[O:16])[CH2:9][S:7][C:5]1[S:6][C:2]([CH3:1])=[N:3][N:4]=1)[CH3:15]. The yield is 0.690. (3) The reactants are F[C:2]1[CH:3]=[C:4]([CH:18]=[CH:19][C:20]=1[N+:21]([O-:23])=[O:22])[C:5]([N:7]([CH2:13][CH2:14][CH:15]([CH3:17])[CH3:16])[CH2:8][CH2:9][CH:10]([CH3:12])[CH3:11])=[O:6].[N:24]1([CH2:30][CH2:31][CH2:32][NH2:33])[CH2:29][CH2:28][CH2:27][CH2:26][CH2:25]1.C(=O)([O-])[O-].[K+].[K+]. The catalyst is C(#N)C. The product is [CH3:11][CH:10]([CH3:12])[CH2:9][CH2:8][N:7]([CH2:13][CH2:14][CH:15]([CH3:17])[CH3:16])[C:5](=[O:6])[C:4]1[CH:18]=[CH:19][C:20]([N+:21]([O-:23])=[O:22])=[C:2]([NH:33][CH2:32][CH2:31][CH2:30][N:24]2[CH2:29][CH2:28][CH2:27][CH2:26][CH2:25]2)[CH:3]=1. The yield is 0.780. (4) The reactants are [CH3:1][O:2][C:3]([CH:5]([CH2:9][C:10]1[CH:15]=[CH:14][C:13]([O:16][CH2:17][CH2:18][O:19][C:20]2[CH:29]=[CH:28][C:27]3[C:26]([CH3:31])([CH3:30])[CH2:25][CH2:24][C:23]([CH3:33])([CH3:32])[C:22]=3[CH:21]=2)=[CH:12][CH:11]=1)[C:6](O)=[O:7])=[O:4].S(Cl)(Cl)=O.[NH3:38]. The catalyst is C1C=CC=CC=1.C(OCC)(=O)C. The product is [C:6]([CH:5]([CH2:9][C:10]1[CH:15]=[CH:14][C:13]([O:16][CH2:17][CH2:18][O:19][C:20]2[CH:29]=[CH:28][C:27]3[C:26]([CH3:31])([CH3:30])[CH2:25][CH2:24][C:23]([CH3:33])([CH3:32])[C:22]=3[CH:21]=2)=[CH:12][CH:11]=1)[C:3]([O:2][CH3:1])=[O:4])(=[O:7])[NH2:38]. The yield is 0.560. (5) The reactants are [C:1]([OH:9])(=O)[C:2]1[CH:7]=[CH:6][CH:5]=[N:4][CH:3]=1.C(Cl)(=O)C(Cl)=O.[NH2:16][CH2:17][CH2:18][NH:19][C:20](=[O:26])[O:21][C:22]([CH3:25])([CH3:24])[CH3:23].CCN(CC)CC. The catalyst is C(Cl)Cl.CN(C=O)C. The product is [C:1]([NH:16][CH2:17][CH2:18][NH:19][C:20](=[O:26])[O:21][C:22]([CH3:24])([CH3:23])[CH3:25])(=[O:9])[C:2]1[CH:7]=[CH:6][CH:5]=[N:4][CH:3]=1. The yield is 0.740. (6) The reactants are [NH2:1][C@@H:2]([CH2:33][C:34]1[CH:39]=[CH:38][CH:37]=[CH:36][CH:35]=1)[C@@H:3]([OH:32])[CH2:4][C@H:5]([NH:19][C:20]([C@@H:22]([NH:27][C:28](=[O:31])[O:29][CH3:30])[C:23]([CH3:26])([CH3:25])[CH3:24])=[O:21])[CH2:6][C:7]1[CH:12]=[CH:11][C:10]([C:13]2[CH:18]=[CH:17][CH:16]=[CH:15][N:14]=2)=[CH:9][CH:8]=1.[CH3:40][C:41]([CH3:53])([CH3:52])[C@H:42]([N:46]1[CH2:50][CH2:49][NH:48][C:47]1=[O:51])[C:43](O)=[O:44].CCOP(ON1N=NC2C=CC=CC=2C1=O)(OCC)=O.C(N(CC)C(C)C)(C)C. The catalyst is O1CCCC1. The product is [CH3:40][C:41]([CH3:53])([CH3:52])[C@H:42]([N:46]1[CH2:50][CH2:49][NH:48][C:47]1=[O:51])[C:43]([NH:1][C@@H:2]([CH2:33][C:34]1[CH:35]=[CH:36][CH:37]=[CH:38][CH:39]=1)[C@@H:3]([OH:32])[CH2:4][C@H:5]([NH:19][C:20]([C@@H:22]([NH:27][C:28](=[O:31])[O:29][CH3:30])[C:23]([CH3:26])([CH3:25])[CH3:24])=[O:21])[CH2:6][C:7]1[CH:12]=[CH:11][C:10]([C:13]2[CH:18]=[CH:17][CH:16]=[CH:15][N:14]=2)=[CH:9][CH:8]=1)=[O:44]. The yield is 0.740. (7) The reactants are Cl[C:2]1[CH:3]=[CH:4][C:5]([C:8]2[S:12][C:11]3[CH:13]=[CH:14][CH:15]=[CH:16][C:10]=3[CH:9]=2)=[N:6][CH:7]=1.[C:17]1(B(O)O)[CH:22]=[CH:21][CH:20]=[CH:19][CH:18]=1.O.P([O-])([O-])([O-])=O.[K+].[K+].[K+]. The catalyst is C([O-])(=O)C.[Pd+2].C([O-])(=O)C.C(P(C(C)(C)C)C1C=CC=CC=1C1C=CC=CC=1)(C)(C)C.C1(C)C=CC=CC=1. The product is [S:12]1[C:8]([C:5]2[CH:4]=[CH:3][C:2]([C:17]3[CH:22]=[CH:21][CH:20]=[CH:19][CH:18]=3)=[CH:7][N:6]=2)=[CH:9][C:10]2[CH:16]=[CH:15][CH:14]=[CH:13][C:11]1=2. The yield is 0.204. (8) The reactants are [N+:1]([C:4]1[CH:16]=[CH:15][C:7]([CH2:8][C:9]2[O:13][C:12](=[O:14])[NH:11][N:10]=2)=[CH:6][CH:5]=1)([O-:3])=[O:2].I[CH2:18][CH3:19].CN(C)C=O.[H-].[Na+]. The catalyst is O. The product is [CH2:18]([N:11]1[N:10]=[C:9]([CH2:8][C:7]2[CH:15]=[CH:16][C:4]([N+:1]([O-:3])=[O:2])=[CH:5][CH:6]=2)[O:13][C:12]1=[O:14])[CH3:19]. The yield is 0.590.